This data is from Forward reaction prediction with 1.9M reactions from USPTO patents (1976-2016). The task is: Predict the product of the given reaction. (1) Given the reactants C[O:2][C:3]1[N:8]=[CH:7][C:6]([C:9]2([CH2:15][CH2:16][CH2:17]O)[CH2:14][CH2:13][CH2:12][NH:11][CH2:10]2)=[CH:5][CH:4]=1.[BrH:19], predict the reaction product. The product is: [BrH:19].[Br:19][CH2:17][CH2:16][CH2:15][C:9]1([C:6]2[CH:5]=[CH:4][C:3]([OH:2])=[N:8][CH:7]=2)[CH2:14][CH2:13][CH2:12][NH:11][CH2:10]1. (2) Given the reactants [O:1]=[C:2]([NH:12][C:13]1[CH:26]=[CH:25][C:16]2[O:17][C:18]3[CH2:24][CH2:23][CH2:22][CH2:21][CH2:20][C:19]=3[C:15]=2[CH:14]=1)[CH2:3][NH:4]C(=O)OC(C)(C)C.FC(F)(F)C(O)=O, predict the reaction product. The product is: [CH:14]1[C:15]2[C:19]3[CH2:20][CH2:21][CH2:22][CH2:23][CH2:24][C:18]=3[O:17][C:16]=2[CH:25]=[CH:26][C:13]=1[NH:12][C:2](=[O:1])[CH2:3][NH2:4]. (3) The product is: [Cl:1][C:2]1[C:3]([CH2:31][N:33]2[CH2:38][CH2:37][CH2:36][C@@H:35]([C:39]([O:41][CH2:42][CH3:43])=[O:40])[CH2:34]2)=[C:4]([C:27]([F:28])([F:29])[F:30])[CH:5]=[C:6]2[C:11]=1[NH:10][C:9](=[O:12])[N:8]([CH2:13][C:14]1[CH:19]=[C:18]([Cl:20])[CH:17]=[CH:16][C:15]=1[S:21]([CH2:24][CH3:25])(=[O:23])=[O:22])[C:7]2=[O:26]. Given the reactants [Cl:1][C:2]1[C:3]([CH:31]=O)=[C:4]([C:27]([F:30])([F:29])[F:28])[CH:5]=[C:6]2[C:11]=1[NH:10][C:9](=[O:12])[N:8]([CH2:13][C:14]1[CH:19]=[C:18]([Cl:20])[CH:17]=[CH:16][C:15]=1[S:21]([CH2:24][CH3:25])(=[O:23])=[O:22])[C:7]2=[O:26].[NH:33]1[CH2:38][CH2:37][CH2:36][C@@H:35]([C:39]([O:41][CH2:42][CH3:43])=[O:40])[CH2:34]1, predict the reaction product. (4) Given the reactants [NH2:1][C@H:2]([CH2:20][C:21]1[N:22]=[CH:23][N:24](CC2C=CC=CC=2)[CH:25]=1)[C:3]([NH:5][C:6]1[CH:11]=[CH:10][C:9]([C:12]([N:14]2[CH2:18][CH2:17][CH2:16][CH2:15]2)=[O:13])=[C:8]([CH3:19])[CH:7]=1)=[O:4].[H][H], predict the reaction product. The product is: [NH2:1][C@H:2]([CH2:20][C:21]1[N:22]=[CH:23][NH:24][CH:25]=1)[C:3]([NH:5][C:6]1[CH:11]=[CH:10][C:9]([C:12]([N:14]2[CH2:15][CH2:16][CH2:17][CH2:18]2)=[O:13])=[C:8]([CH3:19])[CH:7]=1)=[O:4]. (5) Given the reactants [NH:1]1[C:9]2[C:4](=[C:5]([CH2:10][N:11]3[C:16]4([CH2:21][CH2:20][NH:19][CH2:18][CH2:17]4)[CH2:15][CH2:14][CH2:13][C:12]3=[O:22])[CH:6]=[CH:7][CH:8]=2)[CH:3]=[CH:2]1.C(N(C(C)C)CC)(C)C.Cl[C:33]1[CH:40]=[CH:39][C:36]([C:37]#[N:38])=[CH:35][N:34]=1, predict the reaction product. The product is: [NH:1]1[C:9]2[C:4](=[C:5]([CH2:10][N:11]3[C:16]4([CH2:21][CH2:20][N:19]([C:33]5[CH:40]=[CH:39][C:36]([C:37]#[N:38])=[CH:35][N:34]=5)[CH2:18][CH2:17]4)[CH2:15][CH2:14][CH2:13][C:12]3=[O:22])[CH:6]=[CH:7][CH:8]=2)[CH:3]=[CH:2]1. (6) Given the reactants [CH2:1]([O:5][C:6]1[CH:36]=[CH:35][C:9]([CH2:10][NH:11][C:12]2[N:17]=[C:16]([O:18][CH2:19][C:20]([F:23])([F:22])[F:21])[N:15]=[C:14]([NH:24][C:25]3[CH:34]=[CH:33][C:28]([C:29]([O:31]C)=[O:30])=[CH:27][CH:26]=3)[N:13]=2)=[CH:8][CH:7]=1)[CH2:2][CH:3]=[CH2:4].[Li+].[OH-].O.Cl, predict the reaction product. The product is: [CH2:1]([O:5][C:6]1[CH:7]=[CH:8][C:9]([CH2:10][NH:11][C:12]2[N:17]=[C:16]([O:18][CH2:19][C:20]([F:23])([F:21])[F:22])[N:15]=[C:14]([NH:24][C:25]3[CH:26]=[CH:27][C:28]([C:29]([OH:31])=[O:30])=[CH:33][CH:34]=3)[N:13]=2)=[CH:35][CH:36]=1)[CH2:2][CH:3]=[CH2:4].